This data is from NCI-60 drug combinations with 297,098 pairs across 59 cell lines. The task is: Regression. Given two drug SMILES strings and cell line genomic features, predict the synergy score measuring deviation from expected non-interaction effect. Drug 1: C1CCC(C1)C(CC#N)N2C=C(C=N2)C3=C4C=CNC4=NC=N3. Drug 2: CC(C1=C(C=CC(=C1Cl)F)Cl)OC2=C(N=CC(=C2)C3=CN(N=C3)C4CCNCC4)N. Cell line: ACHN. Synergy scores: CSS=6.90, Synergy_ZIP=-2.75, Synergy_Bliss=1.54, Synergy_Loewe=-1.57, Synergy_HSA=0.0207.